From a dataset of Reaction yield outcomes from USPTO patents with 853,638 reactions. Predict the reaction yield, written as a fraction of the theoretical maximum amount of product (1.0 means a 100% yield; for example, 0.34 means a 34% yield). (1) The reactants are [OH:1][C:2]1[CH:9]=[CH:8][C:5]([CH:6]=[O:7])=[CH:4][CH:3]=1.N1C=CN=C1.[C:15]([Si:19](Cl)([CH3:21])[CH3:20])([CH3:18])([CH3:17])[CH3:16].O. The catalyst is C(Cl)Cl. The product is [Si:19]([O:1][C:2]1[CH:9]=[CH:8][C:5]([CH:6]=[O:7])=[CH:4][CH:3]=1)([C:15]([CH3:18])([CH3:17])[CH3:16])([CH3:21])[CH3:20]. The yield is 0.907. (2) The reactants are [Cr](Cl)([O-])(=O)=O.[NH+]1C=CC=CC=1.[Br:12][C:13]1[CH:20]=[C:19]([Cl:21])[CH:18]=[CH:17][C:14]=1[CH2:15][OH:16].C(OCC)C. The catalyst is ClCCl. The product is [Br:12][C:13]1[CH:20]=[C:19]([Cl:21])[CH:18]=[CH:17][C:14]=1[CH:15]=[O:16]. The yield is 0.850. (3) The reactants are [CH3:1][C:2]([CH3:36])([CH3:35])[CH2:3][C:4]([NH:6][C:7]1[C:8]([CH3:34])=[C:9]([CH3:33])[C:10]2[O:14][CH2:13][CH:12]([C:15]3[CH:16]=[CH:17][C:18]([CH:28]([CH3:30])[CH3:29])=[C:19]([CH:27]=3)[O:20][CH2:21][C:22](OCC)=[O:23])[C:11]=2[C:31]=1[CH3:32])=[O:5].[Li].O. The catalyst is C1COCC1. The product is [OH:23][CH2:22][CH2:21][O:20][C:19]1[CH:27]=[C:15]([CH:12]2[C:11]3[C:31]([CH3:32])=[C:7]([NH:6][C:4](=[O:5])[CH2:3][C:2]([CH3:36])([CH3:35])[CH3:1])[C:8]([CH3:34])=[C:9]([CH3:33])[C:10]=3[O:14][CH2:13]2)[CH:16]=[CH:17][C:18]=1[CH:28]([CH3:29])[CH3:30]. The yield is 0.710. (4) The reactants are [F:1][C:2]1[CH:26]=[CH:25][C:5]([CH2:6][N:7]2[C:11]3=[CH:12][N:13]=[C:14]([C:20]([O:22][CH2:23][CH3:24])=[O:21])[C:15]([C:16]#[C:17][CH2:18][OH:19])=[C:10]3[CH:9]=[CH:8]2)=[CH:4][CH:3]=1. The catalyst is CO.[Pd]. The product is [F:1][C:2]1[CH:3]=[CH:4][C:5]([CH2:6][N:7]2[C:11]3=[CH:12][N:13]=[C:14]([C:20]([O:22][CH2:23][CH3:24])=[O:21])[C:15]([CH2:16][CH2:17][CH2:18][OH:19])=[C:10]3[CH:9]=[CH:8]2)=[CH:25][CH:26]=1. The yield is 0.880. (5) The reactants are [CH:1]1([C:4]2[O:5][C:6]3[C:12]([F:13])=[C:11]([CH:14]=C)[C:10]([CH3:16])=[CH:9][C:7]=3[N:8]=2)[CH2:3][CH2:2]1.[N:17]1[C:22](C)=CC=CC=1C.I([O-])(=O)(=O)=[O:26].[Na+].S([O-])([O-])=O.[Na+].[Na+]. The catalyst is O1CCOCC1.O.[Cl-].[Na+].O.[Os](=O)(=O)(=O)=O.C(OCC)(=O)C. The product is [CH:1]1([C:4]2[O:5][C:6]3[C:7](=[C:9]([C:22]#[N:17])[C:10]([CH3:16])=[C:11]([CH:14]=[O:26])[C:12]=3[F:13])[N:8]=2)[CH2:2][CH2:3]1. The yield is 0.860. (6) The reactants are [CH:1]([CH:3]1[CH2:8][CH2:7][CH2:6][N:5]([C:9]2[N:10]=[C:11]3[CH:25]=[C:24]([CH2:26][CH2:27][C:28]4[S:29][CH:30]=[C:31]([CH:33]([CH3:35])[CH3:34])[N:32]=4)[CH:23]=[CH:22][N:12]3[C:13](=[O:21])[C:14]=2[CH2:15][CH2:16][C:17]([O:19]C)=[O:18])[CH2:4]1)=[O:2].C(C1CCCN(C2N=C3C=C(CCC4SC=C(C(C)C)N=4)C=CN3CC=2CCC(OC)=O)C1)=O.O.[OH-].[Li+].Cl. The catalyst is CO.O1CCCC1.O. The product is [CH:1]([CH:3]1[CH2:8][CH2:7][CH2:6][N:5]([C:9]2[N:10]=[C:11]3[CH:25]=[C:24]([CH2:26][CH2:27][C:28]4[S:29][CH:30]=[C:31]([CH:33]([CH3:35])[CH3:34])[N:32]=4)[CH:23]=[CH:22][N:12]3[C:13](=[O:21])[C:14]=2[CH2:15][CH2:16][C:17]([OH:19])=[O:18])[CH2:4]1)=[O:2]. The yield is 0.710. (7) The reactants are [NH2:1][C:2]1[CH:6]=[CH:5][S:4][CH:3]=1.O.[OH-].[Na+].[CH3:10][C:11](OC(C)=O)=[O:12]. No catalyst specified. The product is [S:4]1[CH:5]=[CH:6][C:2]([NH:1][C:11](=[O:12])[CH3:10])=[CH:3]1. The yield is 0.650.